This data is from Reaction yield outcomes from USPTO patents with 853,638 reactions. The task is: Predict the reaction yield, written as a fraction of the theoretical maximum amount of product (1.0 means a 100% yield; for example, 0.34 means a 34% yield). (1) The reactants are [Cl:1][C:2]1[CH:7]=[CH:6][C:5]([C:8]2[C:17]3[C:12](=[CH:13][CH:14]=[C:15]([C:18](O)=[O:19])[CH:16]=3)[CH:11]=[N:10][CH:9]=2)=[CH:4][CH:3]=1.F[B-](F)(F)F.N1(OC(N(C)C)=[N+](C)C)C2C=CC=CC=2N=N1.C(N(CC)C(C)C)(C)C.[O:52]1[CH2:56][CH2:55][CH:54]([NH2:57])[CH2:53]1. The catalyst is CN(C)C=O. The product is [Cl:1][C:2]1[CH:7]=[CH:6][C:5]([C:8]2[C:17]3[C:12](=[CH:13][CH:14]=[C:15]([C:18]([NH:57][CH:54]4[CH2:55][CH2:56][O:52][CH2:53]4)=[O:19])[CH:16]=3)[CH:11]=[N:10][CH:9]=2)=[CH:4][CH:3]=1. The yield is 0.160. (2) The reactants are Cl[C:2]1[CH:11]=[N:10][C:9]2[C:4](=[CH:5][CH:6]=[C:7]([CH3:12])[CH:8]=2)[N:3]=1.[CH3:13][O:14][C:15]1[CH:20]=[C:19]([O:21][CH3:22])[CH:18]=[CH:17][C:16]=1[CH2:23][NH2:24].CCOC(C)=O. The catalyst is CS(C)=O. The product is [CH3:13][O:14][C:15]1[CH:20]=[C:19]([O:21][CH3:22])[CH:18]=[CH:17][C:16]=1[CH2:23][NH:24][C:2]1[CH:11]=[N:10][C:9]2[C:4](=[CH:5][CH:6]=[C:7]([CH3:12])[CH:8]=2)[N:3]=1. The yield is 0.960.